Dataset: Forward reaction prediction with 1.9M reactions from USPTO patents (1976-2016). Task: Predict the product of the given reaction. (1) The product is: [NH2:26][C@H:27]1[CH2:32][CH2:31][C@H:30]([NH:33][C:5]2[CH:4]=[C:3]([C:9]3[N:10]=[C:11]([NH:18][CH2:19][CH:20]4[CH2:25][CH2:24][O:23][CH2:22][CH2:21]4)[C:12]([C:15]([NH2:17])=[O:16])=[N:13][CH:14]=3)[C:2]([Cl:1])=[CH:7][N:6]=2)[CH2:29][CH2:28]1. Given the reactants [Cl:1][C:2]1[C:3]([C:9]2[N:10]=[C:11]([NH:18][CH2:19][CH:20]3[CH2:25][CH2:24][O:23][CH2:22][CH2:21]3)[C:12]([C:15]([NH2:17])=[O:16])=[N:13][CH:14]=2)=[CH:4][C:5](F)=[N:6][CH:7]=1.[NH2:26][CH:27]1[CH2:32][CH2:31][CH:30]([NH2:33])[CH2:29][CH2:28]1, predict the reaction product. (2) Given the reactants [Li+].C[Si]([N-:6][Si](C)(C)C)(C)C.N1(CCO[C:20]2[CH:34]=[CH:33][C:23]3[N:24]=[C:25]([CH2:27][C:28]([O:30]CC)=O)[NH:26][C:22]=3[CH:21]=2)CCOCC1.[NH2:35][C:36]1[CH:41]=[CH:40][C:39]([Cl:42])=[CH:38][C:37]=1[C:43]#[N:44].[CH2:45]1[CH2:49][O:48][CH2:47][CH2:46]1, predict the reaction product. The product is: [Cl:42][C:39]1[CH:40]=[CH:41][C:36]([NH:35][C:28](=[O:30])[CH2:27][C:25]2[NH:26][C:22]3[CH:21]=[C:20]([N:6]4[CH2:45][CH2:49][O:48][CH2:47][CH2:46]4)[CH:34]=[CH:33][C:23]=3[N:24]=2)=[C:37]([C:43]#[N:44])[CH:38]=1. (3) Given the reactants [CH2:1]([NH2:8])[C:2]1[CH:7]=[CH:6][CH:5]=[CH:4][CH:3]=1.[O:9]1[CH2:13]C[C:11](=O)[CH2:10]1.[CH2:15]=O.[C:17]([OH:20])(=O)[CH3:18], predict the reaction product. The product is: [CH2:1]([N:8]1[CH2:11][CH:10]2[C:17](=[O:20])[CH:18]([CH2:13][O:9]2)[CH2:15]1)[C:2]1[CH:7]=[CH:6][CH:5]=[CH:4][CH:3]=1. (4) The product is: [F:35][CH:2]([F:1])[C:3]1[CH:12]=[C:11]2[C:6]([CH2:7][CH2:8][CH2:9][N:10]2[C:13]2[C:17]3[CH2:18][N:19]([C:22]([O:24][C:25]([CH3:26])([CH3:27])[CH3:28])=[O:23])[CH2:20][CH2:21][C:16]=3[N:15]([CH:48]3[CH2:54][CH2:53][CH2:52][O:51][CH2:50][CH2:49]3)[N:14]=2)=[CH:5][C:4]=1[C:29]1[CH:30]=[N:31][N:32]([CH3:34])[CH:33]=1. Given the reactants [F:1][CH:2]([F:35])[C:3]1[CH:12]=[C:11]2[C:6]([CH2:7][CH2:8][CH2:9][N:10]2[C:13]2[C:17]3[CH2:18][N:19]([C:22]([O:24][C:25]([CH3:28])([CH3:27])[CH3:26])=[O:23])[CH2:20][CH2:21][C:16]=3[NH:15][N:14]=2)=[CH:5][C:4]=1[C:29]1[CH:30]=[N:31][N:32]([CH3:34])[CH:33]=1.CC1C=CC(S(NN=[C:48]2[CH2:54][CH2:53][CH2:52][O:51][CH2:50][CH2:49]2)(=O)=O)=CC=1.C(=O)([O-])[O-].[Cs+].[Cs+], predict the reaction product. (5) Given the reactants [CH3:1][O:2][C:3]1[CH:52]=[CH:51][C:6]([C:7]([O:22][CH2:23][C:24]2[CH:25]=[C:26]([CH:48]=[CH:49][CH:50]=2)[CH2:27][NH:28][C:29]([NH:31][CH2:32][C:33]2[CH:38]=[CH:37][CH:36]=[C:35]([CH2:39][O:40][Si](C(C)(C)C)(C)C)[N:34]=2)=[S:30])([C:16]2[CH:21]=[CH:20][CH:19]=[CH:18][CH:17]=2)[C:8]2[CH:13]=[CH:12][C:11]([O:14][CH3:15])=[CH:10][CH:9]=2)=[CH:5][CH:4]=1, predict the reaction product. The product is: [CH3:15][O:14][C:11]1[CH:10]=[CH:9][C:8]([C:7]([O:22][CH2:23][C:24]2[CH:25]=[C:26]([CH:48]=[CH:49][CH:50]=2)[CH2:27][NH:28][C:29]([NH:31][CH2:32][C:33]2[CH:38]=[CH:37][CH:36]=[C:35]([CH2:39][OH:40])[N:34]=2)=[S:30])([C:16]2[CH:17]=[CH:18][CH:19]=[CH:20][CH:21]=2)[C:6]2[CH:5]=[CH:4][C:3]([O:2][CH3:1])=[CH:52][CH:51]=2)=[CH:13][CH:12]=1. (6) The product is: [Br:1][C:2]1[CH:7]=[CH:6][C:5]([CH2:8][N:9]2[C:21](=[O:22])[C:20]3[C:19](=[CH:29][CH:28]=[CH:27][C:26]=3[O:30][C:31]3[C:36]([F:37])=[CH:35][CH:34]=[CH:33][C:32]=3[C:38]#[N:39])[CH2:18]2)=[C:4]([F:10])[CH:3]=1. Given the reactants [Br:1][C:2]1[CH:7]=[CH:6][C:5]([CH2:8][NH2:9])=[C:4]([F:10])[CH:3]=1.C(=O)([O-])[O-].[K+].[K+].Br[CH2:18][C:19]1[CH:29]=[CH:28][CH:27]=[C:26]([O:30][C:31]2[C:36]([F:37])=[CH:35][CH:34]=[CH:33][C:32]=2[C:38]#[N:39])[C:20]=1[C:21](OCC)=[O:22], predict the reaction product. (7) Given the reactants [I:1][C:2]1[CH:8]=C[C:5](N)=[CH:4][CH:3]=1.[N:9]1C=CC=CC=1.Cl[C:16]([O:18][CH2:19][CH2:20]Cl)=[O:17].[CH2:22]([Cl:24])Cl, predict the reaction product. The product is: [C:16](=[O:17])([O:18][C:19]1[CH:20]=[CH:8][C:2]([I:1])=[CH:3][C:4]=1[CH2:5][CH2:22][Cl:24])[NH2:9].